From a dataset of Human Reference Interactome with 51,813 positive PPI pairs across 8,248 proteins, plus equal number of experimentally-validated negative pairs. Binary Classification. Given two protein amino acid sequences, predict whether they physically interact or not. Protein 1 (ENSG00000100311) has sequence MNRCWALFLSLCCYLRLVSAEGDPIPEELYEMLSDHSIRSFDDLQRLLHGDPGEEDGAELDLNMTRSHSGGELESLARGRRSLGSLTIAEPAMIAECKTRTEVFEISRRLIDRTNANFLVWPPCVEVQRCSGCCNNRNVQCRPTQVQLRPVQVRKIEIVRKKPIFKKATVTLEDHLACKCETVAAARPVTRSPGGSQEQRAKTPQTRVTIRTVRVRRPPKGKHRKFKHTHDKTALKETLGA*MFIMGLGDPIPEELYEMLSDHSIRSFDDLQRLLHGDPGEEDGAELDLNMTRSHSGGEL.... Protein 2 (ENSG00000275993) has sequence MVIMSEFSADPAGQGQGQQKPLRVGFYDIERTLGKGNFAVVKLARHRVTKTQVAIKIIDKTRLDSSNLEKIYREVQLMKLLNHPHIIKLYQVMETKDMLYIVTEFAKNGEMFDYLTSNGHLSENEARKKFWQILSAVEYCHDHHIVHRDLKTENLLLDGNMDIKLADFGFGNFYKSGEPLSTWCGSPPYAAPEVFEGKEYEGPQLDIWSLGVVLYVLVCGSLPFDGPNLPTLRQRVLEGRFRIPFFMSQDCESLIRRMLVVDPARRITIAQIRQHRWMRAEPCLPGPACPAFSAHSYTSN.... Result: 0 (the proteins do not interact).